The task is: Predict the reaction yield, written as a fraction of the theoretical maximum amount of product (1.0 means a 100% yield; for example, 0.34 means a 34% yield).. This data is from Reaction yield outcomes from USPTO patents with 853,638 reactions. (1) The reactants are [NH:1]1[C:5](=[O:6])[CH2:4][CH2:3][C@H:2]1[C:7]([OH:9])=[O:8].Cl(O)(=O)(=O)=O.C(=O)(O)[O-].[Na+].C(O[C:24]([CH3:27])([CH3:26])[CH3:25])(=O)C. No catalyst specified. The product is [NH:1]1[C:5](=[O:6])[CH2:4][CH2:3][C@H:2]1[C:7]([O:9][C:24]([CH3:27])([CH3:26])[CH3:25])=[O:8]. The yield is 0.700. (2) The reactants are C([Li])CCC.C(NC(C)C)(C)C.[Cl:13][C:14]1[CH:19]=[CH:18][CH:17]=[C:16]([F:20])[C:15]=1[CH:21]([F:23])[CH3:22].C(O[B:28]1[O:32][C:31]([CH3:34])([CH3:33])[C:30]([CH3:36])([CH3:35])[O:29]1)(C)C. The catalyst is O1CCCC1.C1COCC1.C1COCC1.Cl. The product is [Cl:13][C:14]1[CH:19]=[CH:18][C:17]([B:28]2[O:32][C:31]([CH3:34])([CH3:33])[C:30]([CH3:36])([CH3:35])[O:29]2)=[C:16]([F:20])[C:15]=1[CH:21]([F:23])[CH3:22]. The yield is 0.940.